From a dataset of Peptide-MHC class II binding affinity with 134,281 pairs from IEDB. Regression. Given a peptide amino acid sequence and an MHC pseudo amino acid sequence, predict their binding affinity value. This is MHC class II binding data. The peptide sequence is AGKATTEEQKLIEKI. The MHC is HLA-DQA10501-DQB10301 with pseudo-sequence HLA-DQA10501-DQB10301. The binding affinity (normalized) is 0.425.